Dataset: Forward reaction prediction with 1.9M reactions from USPTO patents (1976-2016). Task: Predict the product of the given reaction. (1) Given the reactants Cl.[C:2]([C:5]1[CH:6]=[CH:7][C:8]([O:31][CH2:32][CH:33]2[CH2:35][CH2:34]2)=[C:9]([C:11]2[C:12]3[NH:19][C:18]([CH3:20])=[C:17]([C:21]([NH:23][C@H:24]4[CH2:29][CH2:28][C@H:27]([NH2:30])[CH2:26][CH2:25]4)=[O:22])[C:13]=3[N:14]=[CH:15][N:16]=2)[CH:10]=1)(=[O:4])[CH3:3].[C:36](Cl)(=[O:38])[CH3:37], predict the reaction product. The product is: [C:36]([NH:30][C@H:27]1[CH2:28][CH2:29][C@H:24]([NH:23][C:21]([C:17]2[C:13]3[N:14]=[CH:15][N:16]=[C:11]([C:9]4[CH:10]=[C:5]([C:2](=[O:4])[CH3:3])[CH:6]=[CH:7][C:8]=4[O:31][CH2:32][CH:33]4[CH2:34][CH2:35]4)[C:12]=3[NH:19][C:18]=2[CH3:20])=[O:22])[CH2:25][CH2:26]1)(=[O:38])[CH3:37]. (2) Given the reactants Cl[CH2:2][CH2:3][CH2:4][N:5]1[C:14]2[C:9](=[CH:10][C:11]([N+:15]([O-:17])=[O:16])=[CH:12][CH:13]=2)[CH2:8][CH2:7][C:6]1=[O:18].C(=O)([O-])[O-].[K+].[K+].[NH:25]1[CH2:30][CH2:29][O:28][CH2:27][CH2:26]1, predict the reaction product. The product is: [O:28]1[CH2:29][CH2:30][N:25]([CH2:2][CH2:3][CH2:4][N:5]2[C:14]3[C:9](=[CH:10][C:11]([N+:15]([O-:17])=[O:16])=[CH:12][CH:13]=3)[CH2:8][CH2:7][C:6]2=[O:18])[CH2:26][CH2:27]1.